This data is from Full USPTO retrosynthesis dataset with 1.9M reactions from patents (1976-2016). The task is: Predict the reactants needed to synthesize the given product. Given the product [CH:16]1([CH2:19][NH:20][C:13]([C:10]2[CH:9]=[C:8]([C:5]3[CH:4]=[CH:3][C:2]([F:1])=[CH:7][CH:6]=3)[O:12][N:11]=2)=[O:15])[CH2:18][CH2:17]1, predict the reactants needed to synthesize it. The reactants are: [F:1][C:2]1[CH:7]=[CH:6][C:5]([C:8]2[O:12][N:11]=[C:10]([C:13]([OH:15])=O)[CH:9]=2)=[CH:4][CH:3]=1.[CH:16]1([CH2:19][NH2:20])[CH2:18][CH2:17]1.N1C=CC=CC=1.O=P(Cl)(Cl)Cl.